This data is from NCI-60 drug combinations with 297,098 pairs across 59 cell lines. The task is: Regression. Given two drug SMILES strings and cell line genomic features, predict the synergy score measuring deviation from expected non-interaction effect. (1) Drug 1: C1CC(=O)NC(=O)C1N2CC3=C(C2=O)C=CC=C3N. Drug 2: C1CN(P(=O)(OC1)NCCCl)CCCl. Cell line: NCI-H226. Synergy scores: CSS=-1.87, Synergy_ZIP=2.90, Synergy_Bliss=0.958, Synergy_Loewe=-0.0797, Synergy_HSA=-0.903. (2) Drug 1: CC1=C2C(C(=O)C3(C(CC4C(C3C(C(C2(C)C)(CC1OC(=O)C(C(C5=CC=CC=C5)NC(=O)OC(C)(C)C)O)O)OC(=O)C6=CC=CC=C6)(CO4)OC(=O)C)O)C)O. Drug 2: CCC1=C2CN3C(=CC4=C(C3=O)COC(=O)C4(CC)O)C2=NC5=C1C=C(C=C5)O. Cell line: IGROV1. Synergy scores: CSS=17.2, Synergy_ZIP=-2.49, Synergy_Bliss=1.23, Synergy_Loewe=-13.1, Synergy_HSA=2.47. (3) Drug 1: C1=CC(=CC=C1CC(C(=O)O)N)N(CCCl)CCCl.Cl. Drug 2: CC1C(C(CC(O1)OC2CC(CC3=C2C(=C4C(=C3O)C(=O)C5=C(C4=O)C(=CC=C5)OC)O)(C(=O)CO)O)N)O.Cl. Cell line: MOLT-4. Synergy scores: CSS=42.5, Synergy_ZIP=-14.0, Synergy_Bliss=-22.5, Synergy_Loewe=-23.9, Synergy_HSA=-20.9. (4) Drug 1: C1=C(C(=O)NC(=O)N1)F. Cell line: UO-31. Drug 2: C1CCC(C(C1)N)N.C(=O)(C(=O)[O-])[O-].[Pt+4]. Synergy scores: CSS=22.6, Synergy_ZIP=-12.3, Synergy_Bliss=-10.8, Synergy_Loewe=-6.83, Synergy_HSA=-6.43. (5) Drug 1: C1CC2CC3=C(CC1C24CN(S(=O)(=O)N4)CC(F)(F)F)C=CC(=C3)C=CCN5CCC(CC5)C(F)(F)F. Drug 2: CCC1=C2CN3C(=CC4=C(C3=O)COC(=O)C4(CC)O)C2=NC5=C1C=C(C=C5)O. Cell line: OVCAR3. Synergy scores: CSS=28.6, Synergy_ZIP=-5.72, Synergy_Bliss=-4.56, Synergy_Loewe=3.78, Synergy_HSA=4.38. (6) Drug 1: CC1C(C(CC(O1)OC2CC(CC3=C2C(=C4C(=C3O)C(=O)C5=C(C4=O)C(=CC=C5)OC)O)(C(=O)CO)O)N)O.Cl. Drug 2: CC1OCC2C(O1)C(C(C(O2)OC3C4COC(=O)C4C(C5=CC6=C(C=C35)OCO6)C7=CC(=C(C(=C7)OC)O)OC)O)O. Cell line: MDA-MB-435. Synergy scores: CSS=-4.26, Synergy_ZIP=1.47, Synergy_Bliss=1.20, Synergy_Loewe=-3.79, Synergy_HSA=-2.56.